Dataset: Peptide-MHC class I binding affinity with 185,985 pairs from IEDB/IMGT. Task: Regression. Given a peptide amino acid sequence and an MHC pseudo amino acid sequence, predict their binding affinity value. This is MHC class I binding data. (1) The peptide sequence is QLIIQAFEA. The MHC is HLA-A02:02 with pseudo-sequence HLA-A02:02. The binding affinity (normalized) is 0.609. (2) The peptide sequence is GNIKHKERI. The MHC is HLA-B08:01 with pseudo-sequence HLA-B08:01. The binding affinity (normalized) is 0. (3) The peptide sequence is YMHGSIHEV. The MHC is BoLA-T2b with pseudo-sequence BoLA-T2b. The binding affinity (normalized) is 0.0641. (4) The peptide sequence is DMYFCHFYK. The MHC is HLA-B18:01 with pseudo-sequence HLA-B18:01. The binding affinity (normalized) is 0.0847. (5) The peptide sequence is GVPELGAFF. The MHC is HLA-A03:01 with pseudo-sequence HLA-A03:01. The binding affinity (normalized) is 0.0847. (6) The peptide sequence is ISLSLINSM. The MHC is H-2-Db with pseudo-sequence H-2-Db. The binding affinity (normalized) is 0.472. (7) The peptide sequence is GRGQILLGK. The MHC is HLA-B27:05 with pseudo-sequence HLA-B27:05. The binding affinity (normalized) is 0.466.